Dataset: Peptide-MHC class II binding affinity with 134,281 pairs from IEDB. Task: Regression. Given a peptide amino acid sequence and an MHC pseudo amino acid sequence, predict their binding affinity value. This is MHC class II binding data. (1) The peptide sequence is VSKGAPCRIPVIVAD. The MHC is HLA-DQA10601-DQB10402 with pseudo-sequence HLA-DQA10601-DQB10402. The binding affinity (normalized) is 0. (2) The peptide sequence is SVLLVVVLFAVFLGS. The MHC is DRB1_1001 with pseudo-sequence DRB1_1001. The binding affinity (normalized) is 0. (3) The peptide sequence is RFYKTLRAEQASQ. The MHC is DRB1_1101 with pseudo-sequence DRB1_1101. The binding affinity (normalized) is 0.691.